From a dataset of Forward reaction prediction with 1.9M reactions from USPTO patents (1976-2016). Predict the product of the given reaction. (1) Given the reactants [CH2:1]([O:3][C:4](=[O:34])[C:5]1[C:17]([F:18])=[C:16]([N:19](CC2C=CC=CC=2)CC2C=CC=CC=2)[CH:15]=[C:7]([C:8]([N:10]([CH3:14])[CH2:11][CH2:12][CH3:13])=[O:9])[CH:6]=1)[CH3:2].[H][H], predict the reaction product. The product is: [CH2:1]([O:3][C:4](=[O:34])[C:5]1[C:17]([F:18])=[C:16]([NH2:19])[CH:15]=[C:7]([C:8]([N:10]([CH3:14])[CH2:11][CH2:12][CH3:13])=[O:9])[CH:6]=1)[CH3:2]. (2) Given the reactants CC(C)[C@@H:3]([N:7]1[CH2:15][C:14]2[C:9](=[CH:10][C:11]([C:16]3[CH:21]=[CH:20][C:19]([NH:22][C:23]([NH:25][C:26]4[CH:31]=[CH:30][CH:29]=[C:28]([C:32]([F:35])([F:34])[F:33])[CH:27]=4)=[O:24])=[CH:18][CH:17]=3)=[CH:12][CH:13]=2)[C:8]1=[O:36])[C:4]([OH:6])=[O:5].O=C1C2C(=CC=C(C3C=CC(NC(NC4C=CC=C(C(F)(F)F)C=4)=O)=CC=3)C=2)CN1CC(OC)=O, predict the reaction product. The product is: [O:36]=[C:8]1[C:9]2[C:14](=[CH:13][CH:12]=[C:11]([C:16]3[CH:21]=[CH:20][C:19]([NH:22][C:23]([NH:25][C:26]4[CH:31]=[CH:30][CH:29]=[C:28]([C:32]([F:34])([F:33])[F:35])[CH:27]=4)=[O:24])=[CH:18][CH:17]=3)[CH:10]=2)[CH2:15][N:7]1[CH2:3][C:4]([OH:6])=[O:5].